Predict which catalyst facilitates the given reaction. From a dataset of Catalyst prediction with 721,799 reactions and 888 catalyst types from USPTO. (1) Product: [CH3:46][O:45][C:42]1[CH:41]=[CH:40][C:39]([CH2:38][N:8]([CH2:7][C:6]2[CH:5]=[CH:4][C:3]([O:2][CH3:1])=[CH:48][CH:47]=2)[C:9]2[N:14]=[C:13]([CH3:15])[N:12]=[C:11]([C:16]3[C:17]([NH:23][C:24]4[CH:25]=[CH:26][C:27]([NH2:30])=[N:28][CH:29]=4)=[N:18][CH:19]=[C:20]([Cl:22])[CH:21]=3)[N:10]=2)=[CH:44][CH:43]=1. Reactant: [CH3:1][O:2][C:3]1[CH:48]=[CH:47][C:6]([CH2:7][N:8]([CH2:38][C:39]2[CH:44]=[CH:43][C:42]([O:45][CH3:46])=[CH:41][CH:40]=2)[C:9]2[N:14]=[C:13]([CH3:15])[N:12]=[C:11]([C:16]3[C:17]([NH:23][C:24]4[CH:25]=[CH:26][C:27]([NH:30]C(=O)OC(C)(C)C)=[N:28][CH:29]=4)=[N:18][CH:19]=[C:20]([Cl:22])[CH:21]=3)[N:10]=2)=[CH:5][CH:4]=1.C(O)(C(F)(F)F)=O.C1(C)C=CC=CC=1. The catalyst class is: 2. (2) Reactant: [OH:1][C:2]([CH3:31])([CH3:30])[CH2:3][C@@:4]1([C:24]2[CH:29]=[CH:28][CH:27]=[CH:26][CH:25]=2)[O:9][C:8](=[O:10])[N:7]([C@H:11]2[CH2:16][CH2:15][CH2:14][N:13](C(OC(C)(C)C)=O)[CH2:12]2)[CH2:6][CH2:5]1. Product: [OH:1][C:2]([CH3:31])([CH3:30])[CH2:3][C@@:4]1([C:24]2[CH:25]=[CH:26][CH:27]=[CH:28][CH:29]=2)[O:9][C:8](=[O:10])[N:7]([C@H:11]2[CH2:16][CH2:15][CH2:14][NH:13][CH2:12]2)[CH2:6][CH2:5]1. The catalyst class is: 137. (3) Product: [CH2:17]([O:12][C@@H:10]([CH3:11])[CH2:9][C:8]#[C:7][C:1]1[CH:6]=[CH:5][CH:4]=[CH:3][CH:2]=1)[C:16]#[CH:15]. Reactant: [C:1]1([C:7]#[C:8][CH2:9][C@@H:10]([OH:12])[CH3:11])[CH:6]=[CH:5][CH:4]=[CH:3][CH:2]=1.[H-].[Na+].[CH2:15](Br)[C:16]#[CH:17]. The catalyst class is: 1. (4) Reactant: [Cl-].[CH3:2][O:3][CH2:4][P+](C1C=CC=CC=1)(C1C=CC=CC=1)C1C=CC=CC=1.CCC([O-])(C)C.[Na+].O=[C:32]1[CH2:35][CH:34]([C:36]([O:38][CH3:39])=[O:37])[CH2:33]1.[Cl-].[NH4+]. Product: [CH3:2][O:3][CH:4]=[C:32]1[CH2:35][CH:34]([C:36]([O:38][CH3:39])=[O:37])[CH2:33]1. The catalyst class is: 48. (5) Product: [CH:39]1([C:37]([NH:36][C:34]2[N:35]=[C:30]3[CH:29]=[CH:28][C:27]([O:26][C:25]4[CH:24]=[C:23]([NH:22][C:8]([C:4]5[CH:5]=[C:6]([CH3:7])[N:2]([CH3:1])[N:3]=5)=[O:10])[CH:44]=[CH:43][CH:42]=4)=[N:32][N:31]3[CH:33]=2)=[O:38])[CH2:40][CH2:41]1. The catalyst class is: 30. Reactant: [CH3:1][N:2]1[C:6]([CH3:7])=[CH:5][C:4]([C:8]([OH:10])=O)=[N:3]1.CN(C)C=O.C(Cl)(=O)C(Cl)=O.[NH2:22][C:23]1[CH:24]=[C:25]([CH:42]=[CH:43][CH:44]=1)[O:26][C:27]1[CH:28]=[CH:29][C:30]2[N:31]([CH:33]=[C:34]([NH:36][C:37]([CH:39]3[CH2:41][CH2:40]3)=[O:38])[N:35]=2)[N:32]=1.C(N(CC)CC)C. (6) Reactant: C1CCN2C(=NCCC2)CC1.[N+:12]([C:15]1[CH:24]=[CH:23][C:18](/[CH:19]=[CH:20]/[CH:21]=[O:22])=[CH:17][CH:16]=1)([O-:14])=[O:13].[N:25]([C:27]1[CH:32]=[CH:31][CH:30]=[CH:29][CH:28]=1)=[O:26]. Product: [OH:26][N:25]([C:27]1[CH:32]=[CH:31][CH:30]=[CH:29][CH:28]=1)[C:21](=[O:22])/[CH:20]=[CH:19]/[C:18]1[CH:17]=[CH:16][C:15]([N+:12]([O-:14])=[O:13])=[CH:24][CH:23]=1. The catalyst class is: 4. (7) Reactant: Cl[C:2]1[C:7]2=[C:8]([CH3:12])[N:9]=[C:10]([CH3:11])[N:6]2[N:5]=[C:4]([C:13]2[CH:18]=[CH:17][CH:16]=[CH:15][CH:14]=2)[N:3]=1.Cl.Cl.[NH2:21][CH2:22][CH2:23][NH:24][C:25]1[CH:32]=[CH:31][C:28]([C:29]#[N:30])=[CH:27][N:26]=1.C(N(CC)C(C)C)(C)C. Product: [CH3:12][C:8]1[N:9]=[C:10]([CH3:11])[N:6]2[C:7]=1[C:2]([NH:21][CH2:22][CH2:23][NH:24][C:25]1[CH:32]=[CH:31][C:28]([C:29]#[N:30])=[CH:27][N:26]=1)=[N:3][C:4]([C:13]1[CH:18]=[CH:17][CH:16]=[CH:15][CH:14]=1)=[N:5]2. The catalyst class is: 16.